This data is from Catalyst prediction with 721,799 reactions and 888 catalyst types from USPTO. The task is: Predict which catalyst facilitates the given reaction. (1) Reactant: [NH2:1][C:2]1[N:10]=[C:9]([O:11][CH2:12][CH2:13][CH2:14][CH3:15])[N:8]=[C:7]2[C:3]=1[NH:4][C:5](=[O:25])[N:6]2[CH2:16][CH2:17][N:18]1[CH2:23][CH2:22][CH:21]([NH2:24])[CH2:20][CH2:19]1.[CH:26]([C:28]1[CH:29]=[C:30]([CH2:34][C:35]([O:37][CH3:38])=[O:36])[CH:31]=[CH:32][CH:33]=1)=O.C(O[BH-](OC(=O)C)OC(=O)C)(=O)C.[Na+]. Product: [NH2:1][C:2]1[N:10]=[C:9]([O:11][CH2:12][CH2:13][CH2:14][CH3:15])[N:8]=[C:7]2[C:3]=1[NH:4][C:5](=[O:25])[N:6]2[CH2:16][CH2:17][N:18]1[CH2:19][CH2:20][CH:21]([NH:24][CH2:26][C:28]2[CH:29]=[C:30]([CH2:34][C:35]([O:37][CH3:38])=[O:36])[CH:31]=[CH:32][CH:33]=2)[CH2:22][CH2:23]1. The catalyst class is: 5. (2) Reactant: C([O:3][C:4](=O)[CH2:5][C:6]([C@@H:8]1[CH2:12][CH2:11][N:10]([C:13]([C:15]2([NH:18][C:19]([C:21]3[N:25]4[C@:26]([CH3:50])([CH2:38][C:39]5[CH:44]=[CH:43][C:42]([O:45][C:46]([F:49])([F:48])[F:47])=[CH:41][CH:40]=5)[C:27](=[O:37])[N:28]([C:29]5[CH:34]=[C:33]([Cl:35])[CH:32]=[C:31]([Cl:36])[CH:30]=5)[C:24]4=[N:23][CH:22]=3)=[O:20])[CH2:17][CH2:16]2)=[O:14])[CH2:9]1)=O)C.[NH2:52][NH2:53]. The catalyst class is: 8. Product: [Cl:35][C:33]1[CH:34]=[C:29]([N:28]2[C:27](=[O:37])[C@@:26]([CH3:50])([CH2:38][C:39]3[CH:44]=[CH:43][C:42]([O:45][C:46]([F:48])([F:47])[F:49])=[CH:41][CH:40]=3)[N:25]3[C:21]([C:19]([NH:18][C:15]4([C:13]([N:10]5[CH2:11][CH2:12][C@@H:8]([C:6]6[NH:53][N:52]=[C:4]([OH:3])[CH:5]=6)[CH2:9]5)=[O:14])[CH2:16][CH2:17]4)=[O:20])=[CH:22][N:23]=[C:24]23)[CH:30]=[C:31]([Cl:36])[CH:32]=1. (3) Reactant: Cl[C:2]1[CH:7]=[CH:6][C:5]([N+:8]([O-:10])=[O:9])=[CH:4][CH:3]=1.[OH:11][N:12]=[C:13]([O:15][CH2:16][CH3:17])[CH3:14].[OH-].[Na+].O. Product: [N+:8]([C:5]1[CH:6]=[CH:7][C:2]([O:11][N:12]=[C:13]([O:15][CH2:16][CH3:17])[CH3:14])=[CH:3][CH:4]=1)([O-:10])=[O:9]. The catalyst class is: 3. (4) Reactant: C([O:3][C:4]([C:6]1[NH:7][C:8]2[C:13]([C:14]=1[CH2:15][N:16]([CH2:23][C:24]1[CH:29]=[C:28]([C:30]([F:33])([F:32])[F:31])[CH:27]=[C:26]([C:34]([F:37])([F:36])[F:35])[CH:25]=1)[C:17]1[N:18]=[N:19][N:20]([CH3:22])[N:21]=1)=[CH:12][CH:11]=[CH:10][CH:9]=2)=[O:5])C.[OH-].[Na+]. Product: [F:36][C:34]([F:35])([F:37])[C:26]1[CH:25]=[C:24]([CH:29]=[C:28]([C:30]([F:33])([F:31])[F:32])[CH:27]=1)[CH2:23][N:16]([CH2:15][C:14]1[C:13]2[C:8](=[CH:9][CH:10]=[CH:11][CH:12]=2)[NH:7][C:6]=1[C:4]([OH:5])=[O:3])[C:17]1[N:18]=[N:19][N:20]([CH3:22])[N:21]=1. The catalyst class is: 8. (5) Reactant: [C:1]([O:5][C:6]([NH:8][C@@H:9]([CH2:20][C:21](=[O:26])[CH2:22][N+:23]([O-:25])=[O:24])[C:10]([O:12][CH2:13][C:14]1[CH:19]=[CH:18][CH:17]=[CH:16][CH:15]=1)=[O:11])=[O:7])([CH3:4])([CH3:3])[CH3:2].CCC(C)[BH-](C(C)CC)C(C)CC.[Li+].[Cl-].[NH4+]. Product: [C:1]([O:5][C:6]([NH:8][C@@H:9]([CH2:20][C@@H:21]([OH:26])[CH2:22][N+:23]([O-:25])=[O:24])[C:10]([O:12][CH2:13][C:14]1[CH:19]=[CH:18][CH:17]=[CH:16][CH:15]=1)=[O:11])=[O:7])([CH3:4])([CH3:2])[CH3:3]. The catalyst class is: 7. (6) Product: [N:14]1([C:12]2[C:11]([C:18]([F:20])([F:21])[F:19])=[CH:10][C:9]3[NH:22][C:23](=[O:46])[CH2:24][C:25]([C:26]4[CH:31]=[CH:30][CH:29]=[C:28]([N:32]5[C:36]([CH2:37][OH:38])=[CH:35][N:34]=[N:33]5)[CH:27]=4)=[N:7][C:8]=3[CH:13]=2)[CH2:15][CH2:16][CH2:17]1. Reactant: C(OC(=O)[NH:7][C:8]1[CH:13]=[C:12]([N:14]2[CH2:17][CH2:16][CH2:15]2)[C:11]([C:18]([F:21])([F:20])[F:19])=[CH:10][C:9]=1[NH:22][C:23](=[O:46])[CH2:24][C:25](=O)[C:26]1[CH:31]=[CH:30][CH:29]=[C:28]([N:32]2[C:36]([CH2:37][O:38]C3CCCCO3)=[CH:35][N:34]=[N:33]2)[CH:27]=1)(C)(C)C.C(O)(C(F)(F)F)=O. The catalyst class is: 2.